Dataset: Retrosynthesis with 50K atom-mapped reactions and 10 reaction types from USPTO. Task: Predict the reactants needed to synthesize the given product. (1) Given the product O=C(Cn1c(C(=O)Nc2ccc(N3CCOCC3=O)cc2)nc2c(C(=O)O)cccc21)Nc1ccc(Cl)cn1, predict the reactants needed to synthesize it. The reactants are: COC(=O)c1cccc2c1nc(C(=O)Nc1ccc(N3CCOCC3=O)cc1)n2CC(=O)Nc1ccc(Cl)cn1. (2) Given the product C[C@H]1CN(C(=O)OC(C)(C)C)C[C@H]1Nc1c(C(N)=O)cnn2cc(-c3cnn(C)c3)nc12, predict the reactants needed to synthesize it. The reactants are: C[C@H]1CN(C(=O)OC(C)(C)C)C[C@H]1Nc1c(C(N)=O)cnn2cc(Br)nc12.Cn1cc(B2OC(C)(C)C(C)(C)O2)cn1. (3) Given the product CCCS(=O)(=O)Nc1ccc(F)c([N+](=O)[O-])c1, predict the reactants needed to synthesize it. The reactants are: CCCS(=O)(=O)Cl.Nc1ccc(F)c([N+](=O)[O-])c1. (4) Given the product COc1ccc(C(=O)Nc2c(Cl)cncc2Cl)c2cc(C(=O)O)oc12, predict the reactants needed to synthesize it. The reactants are: CCOC(=O)c1cc2c(C(=O)Nc3c(Cl)cncc3Cl)ccc(OC)c2o1. (5) Given the product CSc1nc(Cl)c(C=O)c(Nc2ccc(F)cc2F)n1, predict the reactants needed to synthesize it. The reactants are: CSc1nc(Cl)c(C=O)c(Cl)n1.Nc1ccc(F)cc1F. (6) Given the product CC(C)(C)c1nc(N2CCC(F)(F)C2)c2nnn(C(=O)c3ccccc3Cl)c2n1, predict the reactants needed to synthesize it. The reactants are: CCn1nnc2c(N3CCC(F)(F)C3)nc(C(C)(C)C)nc21.O=C(Cl)c1ccccc1Cl. (7) Given the product CCCC(NC(=O)C(O)C(C)C)C(=O)Nc1cnccn1, predict the reactants needed to synthesize it. The reactants are: CC(C)[C@H](O)C(=O)O.CCCC(N)C(=O)Nc1cnccn1. (8) Given the product N[C@@H]1CCN(CC23CCC(CC2)O3)C1, predict the reactants needed to synthesize it. The reactants are: CC(C)(C)OC(=O)N[C@@H]1CCN(CC23CCC(CC2)O3)C1. (9) Given the product CCC[C@H]1C(=O)N(Cc2ccc3c(N)ncnc3c2)CCN1C(=O)COc1ccc(Cl)s1, predict the reactants needed to synthesize it. The reactants are: CCCC1NCCN(Cc2ccc3c(N)ncnc3c2)C1=O.O=C(O)COc1ccc(Cl)s1.